From a dataset of Forward reaction prediction with 1.9M reactions from USPTO patents (1976-2016). Predict the product of the given reaction. Given the reactants [Cl:1][C:2]1[CH:3]=[CH:4][C:5]([F:9])=[C:6]([CH:8]=1)[NH2:7].[N:10]([O-])=O.[Na+].[Sn](Cl)Cl, predict the reaction product. The product is: [Cl:1][C:2]1[CH:3]=[CH:4][C:5]([F:9])=[C:6]([NH:7][NH2:10])[CH:8]=1.